This data is from Forward reaction prediction with 1.9M reactions from USPTO patents (1976-2016). The task is: Predict the product of the given reaction. (1) Given the reactants [CH2:1]([C@@H:8]1[CH2:12][O:11][C:10](=[O:13])[N:9]1[C:14]1[CH:23]=[CH:22][C:17]([C:18](OC)=[O:19])=[CH:16][CH:15]=1)[C:2]1[CH:7]=[CH:6][CH:5]=[CH:4][CH:3]=1.[OH-].[Na+].Cl.[CH3:27][C:28]1[CH:33]=[C:32]([CH3:34])[CH:31]=[CH:30][C:29]=1[N:35]1[CH2:40][CH2:39][NH:38][CH2:37][CH2:36]1.O.[Cl-].COC1N=C(OC)N=C([N+]2(C)CCOCC2)N=1, predict the reaction product. The product is: [CH2:1]([C@@H:8]1[CH2:12][O:11][C:10](=[O:13])[N:9]1[C:14]1[CH:15]=[CH:16][C:17]([C:18]([N:38]2[CH2:39][CH2:40][N:35]([C:29]3[CH:30]=[CH:31][C:32]([CH3:34])=[CH:33][C:28]=3[CH3:27])[CH2:36][CH2:37]2)=[O:19])=[CH:22][CH:23]=1)[C:2]1[CH:7]=[CH:6][CH:5]=[CH:4][CH:3]=1. (2) Given the reactants [CH3:1][S:2]([N:5]1[CH2:10][CH2:9][NH:8][CH2:7][CH2:6]1)(=[O:4])=[O:3].[CH:11]1([NH:14][C:15]([C:17]2[CH:18]=[CH:19][C:20]([CH3:36])=[C:21]([NH:23][C:24](=[O:35])[C:25]3[CH:30]=[C:29](F)[CH:28]=[CH:27][C:26]=3[N+:32]([O-:34])=[O:33])[CH:22]=2)=[O:16])[CH2:13][CH2:12]1, predict the reaction product. The product is: [CH:11]1([NH:14][C:15]([C:17]2[CH:18]=[CH:19][C:20]([CH3:36])=[C:21]([NH:23][C:24](=[O:35])[C:25]3[CH:30]=[C:29]([N:8]4[CH2:9][CH2:10][N:5]([S:2]([CH3:1])(=[O:4])=[O:3])[CH2:6][CH2:7]4)[CH:28]=[CH:27][C:26]=3[N+:32]([O-:34])=[O:33])[CH:22]=2)=[O:16])[CH2:13][CH2:12]1.